Dataset: Forward reaction prediction with 1.9M reactions from USPTO patents (1976-2016). Task: Predict the product of the given reaction. (1) The product is: [Cl:1][C:2]1[N:7]=[C:6]([C:8]2[O:9][CH:42]=[N:40][CH:41]=2)[C:5]2[C:10]([O:32][CH3:33])=[N:11][N:12]([C:13]([C:14]3[CH:19]=[CH:18][CH:17]=[CH:16][CH:15]=3)([C:20]3[CH:21]=[CH:22][CH:23]=[CH:24][CH:25]=3)[C:26]3[CH:27]=[CH:28][CH:29]=[CH:30][CH:31]=3)[C:4]=2[CH:3]=1. Given the reactants [Cl:1][C:2]1[N:7]=[C:6]([CH:8]=[O:9])[C:5]2[C:10]([O:32][CH3:33])=[N:11][N:12]([C:13]([C:26]3[CH:31]=[CH:30][CH:29]=[CH:28][CH:27]=3)([C:20]3[CH:25]=[CH:24][CH:23]=[CH:22][CH:21]=3)[C:14]3[CH:19]=[CH:18][CH:17]=[CH:16][CH:15]=3)[C:4]=2[CH:3]=1.C(=O)([O-])[O-].[K+].[K+].[N+:40]([CH2:42]S(C1C=CC(C)=CC=1)(=O)=O)#[C-:41], predict the reaction product. (2) Given the reactants [CH2:1]([C:4]1[C:12]([N:13]([CH2:20][CH3:21])[CH:14]2[CH2:19][CH2:18][O:17][CH2:16][CH2:15]2)=[CH:11][C:10]([Cl:22])=[CH:9][C:5]=1[C:6]([OH:8])=O)[CH:2]=[CH2:3].[CH2:23]([C:27]1[CH:32]=[C:31]([CH3:33])[N:30]=[C:29]([O:34][CH3:35])[C:28]=1[CH2:36][NH2:37])[CH2:24][CH:25]=[CH2:26].C(Cl)CCl.C1C=NC2N(O)N=NC=2C=1.CN1CCOCC1, predict the reaction product. The product is: [CH2:1]([C:4]1[C:12]([N:13]([CH2:20][CH3:21])[CH:14]2[CH2:19][CH2:18][O:17][CH2:16][CH2:15]2)=[CH:11][C:10]([Cl:22])=[CH:9][C:5]=1[C:6]([NH:37][CH2:36][C:28]1[C:29]([O:34][CH3:35])=[N:30][C:31]([CH3:33])=[CH:32][C:27]=1[CH2:23][CH2:24][CH:25]=[CH2:26])=[O:8])[CH:2]=[CH2:3]. (3) Given the reactants [CH3:1][N:2]([CH3:7])[S:3](Cl)(=[O:5])=[O:4].[CH3:8][C:9]1[N:13]([CH:14]([CH3:16])[CH3:15])[C:12]([C:17]2[CH:22]=[CH:21][N:20]=[C:19]([NH:23][CH:24]3[CH2:29][CH2:28][NH:27][CH2:26][CH2:25]3)[N:18]=2)=[CH:11][N:10]=1.O, predict the reaction product. The product is: [CH3:1][N:2]([CH3:7])[S:3]([N:27]1[CH2:28][CH2:29][CH:24]([NH:23][C:19]2[N:18]=[C:17]([C:12]3[N:13]([CH:14]([CH3:16])[CH3:15])[C:9]([CH3:8])=[N:10][CH:11]=3)[CH:22]=[CH:21][N:20]=2)[CH2:25][CH2:26]1)(=[O:5])=[O:4]. (4) Given the reactants [Br:1][C:2]1[CH:3]=[CH:4][C:5]2[S:9][CH:8]=[C:7]([CH3:10])[C:6]=2[CH:11]=1.C[Si]([N-][Si](C)(C)C)(C)C.[Li+].CN([CH:25]=[O:26])C, predict the reaction product. The product is: [Br:1][C:2]1[CH:3]=[CH:4][C:5]2[S:9][C:8]([CH:25]=[O:26])=[C:7]([CH3:10])[C:6]=2[CH:11]=1.